Dataset: Retrosynthesis with 50K atom-mapped reactions and 10 reaction types from USPTO. Task: Predict the reactants needed to synthesize the given product. (1) The reactants are: CCCC[Sn](CCCC)(CCCC)c1ccc(S(N)=O)cc1.O=Cc1ccc(Br)o1. Given the product NS(=O)c1ccc(-c2ccc(C=O)o2)cc1, predict the reactants needed to synthesize it. (2) Given the product CN(C)S(=O)(=O)NCC(C)(F)c1ccc(-c2cccc(N)c2)cc1, predict the reactants needed to synthesize it. The reactants are: CN(C)S(=O)(=O)NCC(C)(F)c1ccc(I)cc1.Nc1cccc(B(O)O)c1. (3) Given the product C=C[C@@H](C#CC#C[C@@H](CCCCCCCCC)NC(=O)c1ccccc1)OC(C)=O, predict the reactants needed to synthesize it. The reactants are: C=C[C@@H](C#CC#C[C@H](N)CCCCCCCCC)OC(C)=O.O=C(OC(=O)c1ccccc1)c1ccccc1. (4) Given the product CCCc1nc(N2CCC(n3c(=O)c4cc(C)ccc4n(C)c3=O)CC2)c2cc(OC)c(OC)cc2n1, predict the reactants needed to synthesize it. The reactants are: CCCc1nc(Cl)c2cc(OC)c(OC)cc2n1.Cc1ccc2c(c1)c(=O)n(C1CCNCC1)c(=O)n2C. (5) Given the product COc1ccc(Cn2cc(I)c(CO)n2)cc1, predict the reactants needed to synthesize it. The reactants are: CCOC(=O)c1nn(Cc2ccc(OC)cc2)cc1I. (6) Given the product CCCC[Sn](CCCC)(CCCC)c1coc2ccccc12, predict the reactants needed to synthesize it. The reactants are: Brc1coc2ccccc12.CCCC[Sn](Cl)(CCCC)CCCC. (7) Given the product CCOC(=O)c1c(NC(=O)OC(C)(C)C)sc2ccc(Cl)nc12, predict the reactants needed to synthesize it. The reactants are: CC(C)(C)OC(=O)OC(=O)OC(C)(C)C.CCOC(=O)c1c(N)sc2ccc(Cl)nc12. (8) Given the product CNc1cc(-n2ccc(OCc3ccccc3)cc2=O)ccc1[N+](=O)[O-], predict the reactants needed to synthesize it. The reactants are: CNc1cc(Br)ccc1[N+](=O)[O-].O=c1cc(OCc2ccccc2)cc[nH]1.